This data is from Peptide-MHC class II binding affinity with 134,281 pairs from IEDB. The task is: Regression. Given a peptide amino acid sequence and an MHC pseudo amino acid sequence, predict their binding affinity value. This is MHC class II binding data. The peptide sequence is YSINNVMDEIDFFEK. The MHC is HLA-DPA10201-DPB10101 with pseudo-sequence HLA-DPA10201-DPB10101. The binding affinity (normalized) is 0.539.